From a dataset of NCI-60 drug combinations with 297,098 pairs across 59 cell lines. Regression. Given two drug SMILES strings and cell line genomic features, predict the synergy score measuring deviation from expected non-interaction effect. (1) Drug 1: C1=CC(=CC=C1CCCC(=O)O)N(CCCl)CCCl. Drug 2: B(C(CC(C)C)NC(=O)C(CC1=CC=CC=C1)NC(=O)C2=NC=CN=C2)(O)O. Cell line: HS 578T. Synergy scores: CSS=-0.234, Synergy_ZIP=-3.91, Synergy_Bliss=-6.46, Synergy_Loewe=-7.19, Synergy_HSA=-7.19. (2) Drug 1: CS(=O)(=O)OCCCCOS(=O)(=O)C. Drug 2: COC1=C2C(=CC3=C1OC=C3)C=CC(=O)O2. Cell line: SNB-19. Synergy scores: CSS=-0.466, Synergy_ZIP=0.809, Synergy_Bliss=0.229, Synergy_Loewe=-0.964, Synergy_HSA=-2.37. (3) Drug 1: CC12CCC(CC1=CCC3C2CCC4(C3CC=C4C5=CN=CC=C5)C)O. Drug 2: C1CC(C1)(C(=O)O)C(=O)O.[NH2-].[NH2-].[Pt+2]. Cell line: IGROV1. Synergy scores: CSS=38.6, Synergy_ZIP=-9.57, Synergy_Bliss=-2.51, Synergy_Loewe=-3.28, Synergy_HSA=-0.585. (4) Cell line: IGROV1. Synergy scores: CSS=9.19, Synergy_ZIP=-1.86, Synergy_Bliss=0.486, Synergy_Loewe=2.02, Synergy_HSA=2.48. Drug 1: C1CC(=O)NC(=O)C1N2CC3=C(C2=O)C=CC=C3N. Drug 2: CN1C2=C(C=C(C=C2)N(CCCl)CCCl)N=C1CCCC(=O)O.Cl.